From a dataset of Forward reaction prediction with 1.9M reactions from USPTO patents (1976-2016). Predict the product of the given reaction. (1) Given the reactants Br/[C:2](=[CH:35]\[CH:36]=[C:37]1\[N:38]([CH2:60][CH2:61][CH2:62][S:63]([O-:66])(=[O:65])=[O:64])[C:39]2[CH:40]=[CH:41][C:42]3[C:51]([S:52]([O-:55])(=[O:54])=[O:53])=[CH:50][C:49]([S:56]([O-:59])(=[O:58])=[O:57])=[CH:48][C:43]=3[C:44]=2[C:45]\1([CH3:47])[CH3:46])/[CH:3]=[CH:4]/[C:5]1[C:13]([CH3:15])([CH3:14])[C:12]2[C:11]3[CH:16]=[C:17]([S:24]([O-:27])(=[O:26])=[O:25])[CH:18]=[C:19]([S:20]([O-:23])(=[O:22])=[O:21])[C:10]=3[CH:9]=[CH:8][C:7]=2[N+:6]=1[CH2:28][CH2:29][CH2:30][S:31]([O-:34])(=[O:33])=[O:32].[Na+:67].[Na+].[Na+].[Na+].[Na+].[C:72]([CH2:75][CH2:76][CH2:77][CH2:78][C:79]1[CH:80]=[C:81](B(O)O)[CH:82]=[CH:83][CH:84]=1)([OH:74])=[O:73].C(=O)([O-])[O-].[Cs+].[Cs+].O, predict the reaction product. The product is: [C:72]([CH2:75][CH2:76][CH2:77][CH2:78][C:79]1[CH:80]=[C:81](/[C:2](=[CH:35]\[CH:36]=[C:37]2\[N:38]([CH2:60][CH2:61][CH2:62][S:63]([O-:66])(=[O:65])=[O:64])[C:39]3[CH:40]=[CH:41][C:42]4[C:51]([S:52]([O-:55])(=[O:54])=[O:53])=[CH:50][C:49]([S:56]([O-:59])(=[O:57])=[O:58])=[CH:48][C:43]=4[C:44]=3[C:45]\2([CH3:47])[CH3:46])/[CH:3]=[CH:4]/[C:5]2[C:13]([CH3:14])([CH3:15])[C:12]3[C:11]4[CH:16]=[C:17]([S:24]([O-:27])(=[O:25])=[O:26])[CH:18]=[C:19]([S:20]([O-:23])(=[O:21])=[O:22])[C:10]=4[CH:9]=[CH:8][C:7]=3[N+:6]=2[CH2:28][CH2:29][CH2:30][S:31]([O-:34])(=[O:32])=[O:33])[CH:82]=[CH:83][CH:84]=1)([OH:74])=[O:73].[Na+:67].[Na+:67].[Na+:67].[Na+:67].[Na+:67]. (2) The product is: [CH:1]1([C:6]2[CH:7]=[C:8]3[N:13]([C:14]=2[C:22](=[O:26])[C:23]([Cl:25])=[O:24])[CH2:12][CH2:11][CH2:10][CH2:9]3)[CH2:2][CH2:3][CH2:4][CH2:5]1. Given the reactants [CH:1]1([C:6]2[CH:7]=[C:8]3[N:13]([CH:14]=2)[CH2:12][CH2:11][CH2:10][CH2:9]3)[CH2:5][CH2:4][CH2:3][CH2:2]1.C1(C)C=CC=CC=1.[C:22](Cl)(=[O:26])[C:23]([Cl:25])=[O:24], predict the reaction product. (3) Given the reactants [CH3:1][CH:2]([CH:4]1[CH:9]=[C:8]2[CH2:10][CH2:11][CH:12]3[C:17]([C:19]([OH:21])=[O:20])([CH3:18])[CH2:16][CH2:15][CH2:14][C:13]3([CH3:22])[CH:7]2[CH2:6][CH2:5]1)[CH3:3], predict the reaction product. The product is: [CH3:3][CH:2]([C:4]1[CH:5]=[CH:6][C:7]2[C@@:13]3([CH3:22])[CH2:14][CH2:15][CH2:16][C@:17]([C:19]([OH:21])=[O:20])([CH3:18])[C@@H:12]3[CH2:11][CH2:10][C:8]=2[CH:9]=1)[CH3:1]. (4) Given the reactants [NH2:1][C:2]1[CH:3]=[C:4]([F:21])[C:5]([F:20])=[C:6]([C@:8]2([CH3:19])[CH2:13][C@@H:12]([C:14]([F:17])([F:16])[F:15])[O:11][C:10]([NH2:18])=[N:9]2)[CH:7]=1.Cl[C:23]1[N:24]=[CH:25][CH:26]=[C:27]2[C:32]=1[N:31]=[CH:30][C:29]([O:33][CH3:34])=[CH:28]2, predict the reaction product. The product is: [F:20][C:5]1[C:4]([F:21])=[CH:3][C:2]([NH:1][C:23]2[N:24]=[CH:25][CH:26]=[C:27]3[C:32]=2[N:31]=[CH:30][C:29]([O:33][CH3:34])=[CH:28]3)=[CH:7][C:6]=1[C:8]1([CH3:19])[CH2:13][CH:12]([C:14]([F:17])([F:16])[F:15])[O:11][C:10]([NH2:18])=[N:9]1. (5) Given the reactants [C:1]([NH:4][C:5]1[CH:10]=[C:9]([Cl:11])[C:8]([C:12]2[CH:17]=[CH:16][CH:15]=[CH:14][N:13]=2)=[CH:7][C:6]=1/[CH:18]=[CH:19]/[C:20]([OH:22])=O)(=[O:3])[CH3:2].[F:23][C:24]1[CH:39]=[CH:38][C:27]([CH2:28][N:29]2[CH:34]3[CH2:35][NH:36][CH2:37][CH:30]2[CH2:31][O:32][CH2:33]3)=[CH:26][CH:25]=1, predict the reaction product. The product is: [Cl:11][C:9]1[C:8]([C:12]2[CH:17]=[CH:16][CH:15]=[CH:14][N:13]=2)=[CH:7][C:6](/[CH:18]=[CH:19]/[C:20]([N:36]2[CH2:35][CH:34]3[N:29]([CH2:28][C:27]4[CH:38]=[CH:39][C:24]([F:23])=[CH:25][CH:26]=4)[CH:30]([CH2:31][O:32][CH2:33]3)[CH2:37]2)=[O:22])=[C:5]([NH:4][C:1](=[O:3])[CH3:2])[CH:10]=1.